The task is: Regression. Given two drug SMILES strings and cell line genomic features, predict the synergy score measuring deviation from expected non-interaction effect.. This data is from NCI-60 drug combinations with 297,098 pairs across 59 cell lines. (1) Drug 1: CC(C1=C(C=CC(=C1Cl)F)Cl)OC2=C(N=CC(=C2)C3=CN(N=C3)C4CCNCC4)N. Drug 2: CC1CCCC2(C(O2)CC(NC(=O)CC(C(C(=O)C(C1O)C)(C)C)O)C(=CC3=CSC(=N3)C)C)C. Cell line: NCI-H322M. Synergy scores: CSS=3.60, Synergy_ZIP=1.33, Synergy_Bliss=3.14, Synergy_Loewe=-0.0462, Synergy_HSA=1.16. (2) Drug 1: C1CCC(C1)C(CC#N)N2C=C(C=N2)C3=C4C=CNC4=NC=N3. Drug 2: COCCOC1=C(C=C2C(=C1)C(=NC=N2)NC3=CC=CC(=C3)C#C)OCCOC.Cl. Cell line: HCT116. Synergy scores: CSS=-7.14, Synergy_ZIP=-0.304, Synergy_Bliss=-5.83, Synergy_Loewe=-8.25, Synergy_HSA=-8.25. (3) Drug 1: COC1=NC(=NC2=C1N=CN2C3C(C(C(O3)CO)O)O)N. Drug 2: B(C(CC(C)C)NC(=O)C(CC1=CC=CC=C1)NC(=O)C2=NC=CN=C2)(O)O. Cell line: SK-MEL-5. Synergy scores: CSS=19.0, Synergy_ZIP=0.504, Synergy_Bliss=-0.232, Synergy_Loewe=-56.4, Synergy_HSA=-1.96. (4) Drug 1: CC1=C(C=C(C=C1)NC2=NC=CC(=N2)N(C)C3=CC4=NN(C(=C4C=C3)C)C)S(=O)(=O)N.Cl. Drug 2: CC1=C(C(=CC=C1)Cl)NC(=O)C2=CN=C(S2)NC3=CC(=NC(=N3)C)N4CCN(CC4)CCO. Cell line: SNB-75. Synergy scores: CSS=17.3, Synergy_ZIP=-3.20, Synergy_Bliss=0.499, Synergy_Loewe=-23.5, Synergy_HSA=2.16. (5) Drug 1: C1CC(=O)NC(=O)C1N2CC3=C(C2=O)C=CC=C3N. Drug 2: C1=CC(=CC=C1CCCC(=O)O)N(CCCl)CCCl. Cell line: OVCAR-4. Synergy scores: CSS=2.81, Synergy_ZIP=-0.344, Synergy_Bliss=2.86, Synergy_Loewe=1.40, Synergy_HSA=1.83. (6) Drug 1: COC1=NC(=NC2=C1N=CN2C3C(C(C(O3)CO)O)O)N. Drug 2: C1C(C(OC1N2C=NC(=NC2=O)N)CO)O. Cell line: U251. Synergy scores: CSS=-4.82, Synergy_ZIP=-0.850, Synergy_Bliss=-11.1, Synergy_Loewe=-83.6, Synergy_HSA=-16.5. (7) Drug 1: C1CC(=O)NC(=O)C1N2CC3=C(C2=O)C=CC=C3N. Drug 2: CN(C)N=NC1=C(NC=N1)C(=O)N. Cell line: PC-3. Synergy scores: CSS=5.05, Synergy_ZIP=-3.26, Synergy_Bliss=-2.26, Synergy_Loewe=-2.45, Synergy_HSA=-2.45.